Dataset: Reaction yield outcomes from USPTO patents with 853,638 reactions. Task: Predict the reaction yield, written as a fraction of the theoretical maximum amount of product (1.0 means a 100% yield; for example, 0.34 means a 34% yield). (1) The reactants are C1(P(C2C=CC=CC=2)C2C=CC=CC=2)C=CC=CC=1.N1C=CN=C1.[CH2:25]([CH:31]([CH2:34][CH2:35][CH2:36][CH2:37][CH2:38][CH2:39][CH2:40][CH3:41])[CH2:32]O)[CH2:26][CH2:27][CH2:28][CH2:29][CH3:30].[I:42]I. The catalyst is ClCCl. The product is [I:42][CH2:32][CH:31]([CH2:25][CH2:26][CH2:27][CH2:28][CH2:29][CH3:30])[CH2:34][CH2:35][CH2:36][CH2:37][CH2:38][CH2:39][CH2:40][CH3:41]. The yield is 0.820. (2) The reactants are [BH4-].[Li+].[Cl:3][C:4]1[N:9]=[C:8]([C:10](OC)=[O:11])[CH:7]=[C:6]([N:14]2[CH2:19][CH2:18][O:17][CH2:16][C@H:15]2[CH3:20])[N:5]=1.O. The catalyst is C1COCC1. The product is [Cl:3][C:4]1[N:9]=[C:8]([CH2:10][OH:11])[CH:7]=[C:6]([N:14]2[CH2:19][CH2:18][O:17][CH2:16][C@H:15]2[CH3:20])[N:5]=1. The yield is 1.00. (3) The reactants are [NH2:1][C:2]1[CH:3]=[CH:4][C:5]2[O:9][CH2:8][C:7](=[O:10])[C:6]=2[CH:11]=1.C(N(CC)CC)C.Cl[C:20](Cl)([O:22]C(=O)OC(Cl)(Cl)Cl)Cl.[NH2:31][CH2:32][CH2:33][N:34]([CH3:42])[C:35](=[O:41])[O:36][C:37]([CH3:40])([CH3:39])[CH3:38]. The catalyst is C1COCC1. The product is [CH3:42][N:34]([CH2:33][CH2:32][NH:31][C:20]([NH:1][C:2]1[CH:3]=[CH:4][C:5]2[O:9][CH2:8][C:7](=[O:10])[C:6]=2[CH:11]=1)=[O:22])[C:35](=[O:41])[O:36][C:37]([CH3:38])([CH3:39])[CH3:40]. The yield is 0.424.